Dataset: Forward reaction prediction with 1.9M reactions from USPTO patents (1976-2016). Task: Predict the product of the given reaction. (1) The product is: [NH:9]([C:10]1[CH:15]=[C:14]([N:16]([CH3:18])[CH3:17])[CH:13]=[CH:12][N:11]=1)[NH2:8]. Given the reactants C1(C(C2C=CC=CC=2)=[N:8][NH:9][C:10]2[CH:15]=[C:14]([N:16]([CH3:18])[CH3:17])[CH:13]=[CH:12][N:11]=2)C=CC=CC=1.Cl, predict the reaction product. (2) Given the reactants [OH:1][C:2]1[CH:7]=[CH:6][C:5]([CH2:8][C:9]([OH:11])=[O:10])=[C:4]([CH3:12])[C:3]=1[CH3:13].C(=O)([O-])[O-].[Cs+].[Cs+].F[C:21]1[CH:27]=[CH:26][C:24]([NH2:25])=[CH:23][C:22]=1[N+:28]([O-:30])=[O:29].C(O)(=O)CC(CC(O)=O)(C(O)=O)O, predict the reaction product. The product is: [NH2:25][C:24]1[CH:26]=[CH:27][C:21]([O:1][C:2]2[CH:7]=[CH:6][C:5]([CH2:8][C:9]([OH:11])=[O:10])=[C:4]([CH3:12])[C:3]=2[CH3:13])=[C:22]([N+:28]([O-:30])=[O:29])[CH:23]=1. (3) Given the reactants C([O-])([O-])=O.[K+].[K+].[F:7][CH:8]([F:18])[C:9]1[C:13]([C:14]([NH2:16])=[O:15])=[CH:12][N:11]([CH3:17])[N:10]=1.Br[C:20]1[CH:29]=[CH:28][CH:27]=[C:26]2[C:21]=1[CH:22]1[C:30](=[C:31]([Cl:33])[Cl:32])[CH:25]2[CH2:24][CH2:23]1.CNCCNC, predict the reaction product. The product is: [Cl:32][C:31]([Cl:33])=[C:30]1[CH:22]2[C:21]3[C:26]([CH:25]1[CH2:24][CH2:23]2)=[CH:27][CH:28]=[CH:29][C:20]=3[NH:16][C:14]([C:13]1[C:9]([CH:8]([F:7])[F:18])=[N:10][N:11]([CH3:17])[CH:12]=1)=[O:15]. (4) Given the reactants [C:1]([C:5]1[CH:6]=[CH:7][C:8]2[S:12][C:11](S)=[N:10][C:9]=2[CH:14]=1)([CH3:4])([CH3:3])[CH3:2], predict the reaction product. The product is: [C:1]([C:5]1[CH:6]=[CH:7][C:8]2[S:12][CH:11]=[N:10][C:9]=2[CH:14]=1)([CH3:4])([CH3:2])[CH3:3]. (5) Given the reactants C(O)(C(F)(F)F)=O.[CH3:8][CH:9]([CH3:52])[C@H:10]([NH:45][C:46]1[N:51]=[CH:50][CH:49]=[CH:48][N:47]=1)[C:11]([N:13]1[CH2:17][CH2:16][CH2:15][C@H:14]1[C:18]1[NH:19][C:20]([C:23]2[CH:28]=[CH:27][C:26]([C:29]3[CH:34]=[CH:33][C:32]([C:35]4[NH:39][C:38]([C@@H:40]5[CH2:44][CH2:43][CH2:42][NH:41]5)=[N:37][CH:36]=4)=[CH:31][CH:30]=3)=[CH:25][CH:24]=2)=[CH:21][N:22]=1)=[O:12].CCN(C(C)C)C(C)C.[CH3:62][O:63][C:64]([NH:66][C@@H:67]([CH:71]([CH3:73])[CH3:72])[C:68](O)=[O:69])=[O:65].CN(C(ON1N=NC2C=CC=NC1=2)=[N+](C)C)C.F[P-](F)(F)(F)(F)F, predict the reaction product. The product is: [CH3:72][CH:71]([CH3:73])[C@H:67]([NH:66][C:64](=[O:65])[O:63][CH3:62])[C:68]([N:41]1[CH2:42][CH2:43][CH2:44][C@H:40]1[C:38]1[NH:39][C:35]([C:32]2[CH:31]=[CH:30][C:29]([C:26]3[CH:27]=[CH:28][C:23]([C:20]4[NH:19][C:18]([C@@H:14]5[CH2:15][CH2:16][CH2:17][N:13]5[C:11](=[O:12])[C@H:10]([CH:9]([CH3:52])[CH3:8])[NH:45][C:46]5[N:51]=[CH:50][CH:49]=[CH:48][N:47]=5)=[N:22][CH:21]=4)=[CH:24][CH:25]=3)=[CH:34][CH:33]=2)=[CH:36][N:37]=1)=[O:69]. (6) Given the reactants [CH:1]1([NH:4][C:5]([C:7]2[CH:8]=[C:9]([F:31])[C:10]([CH3:30])=[C:11]([C:13]3[C:14]([C:27]([OH:29])=O)=[CH:15][C:16]([C:19]([NH:21][CH2:22][C:23]([CH3:26])([CH3:25])[CH3:24])=[O:20])=[CH:17][CH:18]=3)[CH:12]=2)=[O:6])[CH2:3][CH2:2]1.CN(C(ON1N=NC2C=CC=CC1=2)=[N+](C)C)C.F[P-](F)(F)(F)(F)F.CCN(CC)CC.[CH2:63]([N:67]([CH2:72][CH2:73][CH2:74][CH3:75])[CH2:68][CH2:69][CH2:70][NH2:71])[CH2:64][CH2:65][CH3:66], predict the reaction product. The product is: [CH:1]1([NH:4][C:5]([C:7]2[CH:12]=[C:11]([C:13]3[C:14]([C:27]([NH:71][CH2:70][CH2:69][CH2:68][N:67]([CH2:72][CH2:73][CH2:74][CH3:75])[CH2:63][CH2:64][CH2:65][CH3:66])=[O:29])=[CH:15][C:16]([C:19]([NH:21][CH2:22][C:23]([CH3:26])([CH3:25])[CH3:24])=[O:20])=[CH:17][CH:18]=3)[C:10]([CH3:30])=[C:9]([F:31])[CH:8]=2)=[O:6])[CH2:3][CH2:2]1. (7) The product is: [CH2:42]([O:49][C:50]1[CH:51]=[CH:52][C:53]([NH:54][C:17]([C:14]2[CH:15]=[C:16]3[C:11](=[CH:12][CH:13]=2)[N:10]([CH3:21])[N:9]=[C:8]3[N:5]2[CH2:4][CH2:3][N:2]([CH3:1])[CH2:7][CH2:6]2)=[O:19])=[CH:55][CH:56]=1)[C:43]1[CH:44]=[CH:45][CH:46]=[CH:47][CH:48]=1. Given the reactants [CH3:1][N:2]1[CH2:7][CH2:6][N:5]([C:8]2[C:16]3[C:11](=[CH:12][CH:13]=[C:14]([C:17]([O-:19])=O)[CH:15]=3)[NH:10][N:9]=2)[CH2:4][CH2:3]1.[Li+].[CH2:21](Cl)CCl.C1C=CC2N(O)N=NC=2C=1.CCN(CC)CC.[CH2:42]([O:49][C:50]1[CH:56]=[CH:55][C:53]([NH2:54])=[CH:52][CH:51]=1)[C:43]1[CH:48]=[CH:47][CH:46]=[CH:45][CH:44]=1.Cl, predict the reaction product. (8) Given the reactants [Br:1][C:2]1[C:11]2[C:6](=[CH:7][CH:8]=[CH:9][CH:10]=2)[C:5]([N:12]=[C:13]=S)=[CH:4][CH:3]=1.[C:15]1([NH2:22])[CH:20]=[CH:19][CH:18]=[CH:17][C:16]=1[NH2:21].N=C=N.O, predict the reaction product. The product is: [Br:1][C:2]1[C:11]2[C:6](=[CH:7][CH:8]=[CH:9][CH:10]=2)[C:5]([NH:12][C:13]2[NH:22][C:15]3[CH:20]=[CH:19][CH:18]=[CH:17][C:16]=3[N:21]=2)=[CH:4][CH:3]=1. (9) Given the reactants [H-].[H-].[H-].[H-].[Li+].[Al+3].[Cl:7][C:8]1[CH:13]=[CH:12][C:11]([C:14]2[C:18]([CH2:19][O:20][C:21]3[CH:26]=[CH:25][C:24]([CH2:27][CH2:28][C:29](OCC)=[O:30])=[C:23]([F:34])[C:22]=3[F:35])=[C:17]([C:36]([F:39])([F:38])[F:37])[S:16][N:15]=2)=[CH:10][CH:9]=1, predict the reaction product. The product is: [Cl:7][C:8]1[CH:13]=[CH:12][C:11]([C:14]2[C:18]([CH2:19][O:20][C:21]3[CH:26]=[CH:25][C:24]([CH2:27][CH2:28][CH2:29][OH:30])=[C:23]([F:34])[C:22]=3[F:35])=[C:17]([C:36]([F:39])([F:38])[F:37])[S:16][N:15]=2)=[CH:10][CH:9]=1. (10) Given the reactants [CH3:1][C:2]1[C:10]2[C:5](=[N:6][CH:7]=[C:8]([C:11]3[CH:12]=[C:13]([CH:15]=[CH:16][CH:17]=3)[NH2:14])[CH:9]=2)[NH:4][CH:3]=1.[C:18](O)(=[O:23])/[CH:19]=[CH:20]/[CH2:21][CH3:22].CCN=C=NCCCN(C)C.Cl.C1C=CC2N(O)N=NC=2C=1.CCN(C(C)C)C(C)C, predict the reaction product. The product is: [CH3:1][C:2]1[C:10]2[C:5](=[N:6][CH:7]=[C:8]([C:11]3[CH:12]=[C:13]([NH:14][C:18](=[O:23])/[CH:19]=[CH:20]/[CH2:21][CH3:22])[CH:15]=[CH:16][CH:17]=3)[CH:9]=2)[NH:4][CH:3]=1.